Dataset: Reaction yield outcomes from USPTO patents with 853,638 reactions. Task: Predict the reaction yield, written as a fraction of the theoretical maximum amount of product (1.0 means a 100% yield; for example, 0.34 means a 34% yield). (1) The reactants are [C:1]1([CH:8]=[CH:7][CH:6]=[C:4]([OH:5])[CH:3]=1)[OH:2].[CH3:9][O:10][C:11]1[CH:12]=[C:13]([CH:19]=[CH:20][C:21]=1[OH:22])[CH:14]=[CH:15][C:16](O)=[O:17].OS(O)(=O)=O. The catalyst is C1COCC1. The product is [OH:2][C:1]1[CH:3]=[C:4]2[C:6]([C:16](=[O:17])[CH2:15][CH:14]([C:13]3[CH:19]=[CH:20][C:21]([OH:22])=[C:11]([O:10][CH3:9])[CH:12]=3)[O:5]2)=[CH:7][CH:8]=1. The yield is 0.900. (2) The reactants are Br[C:2]1[C:10]2[C:5](=[CH:6][CH:7]=[C:8]([C:11]#[N:12])[CH:9]=2)[N:4](C2CCCCO2)[N:3]=1.[O:19]1[C:24]2[CH:25]=[CH:26][C:27](B(O)O)=[CH:28][C:23]=2[O:22][CH2:21][CH2:20]1.ClCCl.P([O-])([O-])([O-])=O.[K+].[K+].[K+].Cl. The catalyst is COCCOC.O.CO. The product is [O:19]1[C:24]2[CH:25]=[CH:26][C:27]([C:2]3[C:10]4[C:5](=[CH:6][CH:7]=[C:8]([C:11]#[N:12])[CH:9]=4)[NH:4][N:3]=3)=[CH:28][C:23]=2[O:22][CH2:21][CH2:20]1. The yield is 0.710. (3) The reactants are [C:1]([O:5][C:6]([N:8]1[CH2:11][CH:10]([O:12][C:13]2[CH:18]=[C:17]([Cl:19])[CH:16]=[CH:15][C:14]=2[OH:20])[CH2:9]1)=[O:7])([CH3:4])([CH3:3])[CH3:2].[CH2:21]([O:23][C:24]([C:26]1[CH:30]=[C:29]([CH2:31]Br)[O:28][C:27]=1[C:33]([F:36])([F:35])[F:34])=[O:25])[CH3:22].C([O-])([O-])=O.[Cs+].[Cs+]. The catalyst is CN(C=O)C. The product is [C:1]([O:5][C:6]([N:8]1[CH2:9][CH:10]([O:12][C:13]2[CH:18]=[C:17]([Cl:19])[CH:16]=[CH:15][C:14]=2[O:20][CH2:31][C:29]2[O:28][C:27]([C:33]([F:35])([F:36])[F:34])=[C:26]([C:24]([O:23][CH2:21][CH3:22])=[O:25])[CH:30]=2)[CH2:11]1)=[O:7])([CH3:4])([CH3:2])[CH3:3]. The yield is 0.710.